Predict the reactants needed to synthesize the given product. From a dataset of Full USPTO retrosynthesis dataset with 1.9M reactions from patents (1976-2016). (1) Given the product [O:1]1[CH:6]([C:7]([N:9]2[CH2:10][CH2:11][N:12]([C:20]3[C:27]([F:28])=[CH:26][CH:25]=[CH:24][C:21]=3[CH:22]=[O:23])[CH2:13][CH2:14]2)=[O:8])[CH2:5][O:4][C:3]2[CH:15]=[CH:16][CH:17]=[CH:18][C:2]1=2, predict the reactants needed to synthesize it. The reactants are: [O:1]1[CH:6]([C:7]([N:9]2[CH2:14][CH2:13][NH:12][CH2:11][CH2:10]2)=[O:8])[CH2:5][O:4][C:3]2[CH:15]=[CH:16][CH:17]=[CH:18][C:2]1=2.F[C:20]1[C:27]([F:28])=[CH:26][CH:25]=[CH:24][C:21]=1[CH:22]=[O:23].C([O-])([O-])=O.[K+].[K+].O. (2) Given the product [C:19]([C:18]1[CH:17]=[CH:16][C:15]([N:14]2[C:10]([C:8]3[C:7]([CH3:23])=[C:6]([C:24]4[CH:29]=[CH:28][CH:27]=[C:26]([C:30]([F:32])([F:33])[F:31])[CH:25]=4)[C:5]4[N:4]([N:3]=[C:2]([NH:1][C:39](=[O:40])[CH2:38][CH2:37][S:36][CH3:35])[N:34]=4)[CH:9]=3)=[CH:11][CH:12]=[N:13]2)=[CH:22][CH:21]=1)#[N:20], predict the reactants needed to synthesize it. The reactants are: [NH2:1][C:2]1[N:34]=[C:5]2[C:6]([C:24]3[CH:29]=[CH:28][CH:27]=[C:26]([C:30]([F:33])([F:32])[F:31])[CH:25]=3)=[C:7]([CH3:23])[C:8]([C:10]3[N:14]([C:15]4[CH:22]=[CH:21][C:18]([C:19]#[N:20])=[CH:17][CH:16]=4)[N:13]=[CH:12][CH:11]=3)=[CH:9][N:4]2[N:3]=1.[CH3:35][S:36][CH2:37][CH2:38][C:39](O)=[O:40]. (3) Given the product [F:1][C:2]1[C:3]([NH:12][C:13]2[CH:18]=[CH:17][C:16]([C:19]#[C:20][CH2:21][CH2:22][O:23][CH:24]3[CH2:29][CH2:28][CH2:27][CH2:26][O:25]3)=[CH:15][C:14]=2[F:30])=[C:4]([CH:8]=[CH:9][C:10]=1[F:11])[C:5]([NH:43][O:44][CH2:45][CH2:46][OH:47])=[O:6], predict the reactants needed to synthesize it. The reactants are: [F:1][C:2]1[C:3]([NH:12][C:13]2[CH:18]=[CH:17][C:16]([C:19]#[C:20][CH2:21][CH2:22][O:23][CH:24]3[CH2:29][CH2:28][CH2:27][CH2:26][O:25]3)=[CH:15][C:14]=2[F:30])=[C:4]([CH:8]=[CH:9][C:10]=1[F:11])[C:5](O)=[O:6].C1N=CN(C(N2C=NC=C2)=O)C=1.[NH2:43][O:44][CH2:45][CH2:46][OH:47]. (4) Given the product [N+:1]([C:4]1[CH:5]=[CH:6][C:7]([O:8][CH2:9][C:10]([OH:12])=[O:11])=[CH:14][CH:15]=1)([O-:3])=[O:2], predict the reactants needed to synthesize it. The reactants are: [N+:1]([C:4]1[CH:15]=[CH:14][C:7]([O:8][CH2:9][C:10]([O:12]C)=[O:11])=[CH:6][CH:5]=1)([O-:3])=[O:2]. (5) Given the product [Cl:1][C:2]1[CH:3]=[CH:4][C:5]([NH:12][C:13]([C:15]2[CH:20]=[CH:19][CH:18]=[C:17]([C:21]3[CH:25]=[CH:24][O:23][CH:22]=3)[CH:16]=2)=[O:14])=[C:6]([CH:11]=1)[C:7]([OH:9])=[O:8], predict the reactants needed to synthesize it. The reactants are: [Cl:1][C:2]1[CH:3]=[CH:4][C:5]([NH:12][C:13]([C:15]2[CH:20]=[CH:19][CH:18]=[C:17]([C:21]3[CH:25]=[CH:24][O:23][CH:22]=3)[CH:16]=2)=[O:14])=[C:6]([CH:11]=1)[C:7]([O:9]C)=[O:8].[OH-].[Na+].Cl. (6) Given the product [C:1]([O:5][C:6](=[O:23])[NH:7][CH2:8][CH2:9][C@H:10]([NH:15][C:16]([O:18][C:19]([CH3:22])([CH3:21])[CH3:20])=[O:17])[CH2:11][NH2:12])([CH3:4])([CH3:3])[CH3:2], predict the reactants needed to synthesize it. The reactants are: [C:1]([O:5][C:6](=[O:23])[NH:7][CH2:8][CH2:9][C@H:10]([NH:15][C:16]([O:18][C:19]([CH3:22])([CH3:21])[CH3:20])=[O:17])[CH2:11][N:12]=[N+]=[N-])([CH3:4])([CH3:3])[CH3:2]. (7) Given the product [C:1]([O:5][C:6]([N:8]1[CH2:12][C@@H:11]([OH:13])[CH2:10][C@H:9]1[CH2:14][C:15]#[CH:16])=[O:7])([CH3:4])([CH3:3])[CH3:2], predict the reactants needed to synthesize it. The reactants are: [C:1]([O:5][C:6]([N:8]1[CH2:12][C@H:11]([OH:13])[CH2:10][C@H:9]1[CH2:14][C:15]#[CH:16])=[O:7])([CH3:4])([CH3:3])[CH3:2].[F-].C([N+](CCCC)(CCCC)CCCC)CCC.